From a dataset of Forward reaction prediction with 1.9M reactions from USPTO patents (1976-2016). Predict the product of the given reaction. Given the reactants [N:1]1[C:9]2[C:4](=[N:5][CH:6]=[CH:7][C:8]=2[C:10]([OH:12])=[O:11])[NH:3][CH:2]=1.OS(O)(=O)=O.[CH3:18]O, predict the reaction product. The product is: [N:1]1[C:9]2[C:4](=[N:5][CH:6]=[CH:7][C:8]=2[C:10]([O:12][CH3:18])=[O:11])[NH:3][CH:2]=1.